From a dataset of Catalyst prediction with 721,799 reactions and 888 catalyst types from USPTO. Predict which catalyst facilitates the given reaction. (1) Reactant: [F:1][CH:2]([F:12])[C:3]1[N:7]2[CH:8]=[CH:9][N:10]=[CH:11][C:6]2=[N:5][N:4]=1. Product: [F:12][CH:2]([F:1])[C:3]1[N:7]2[CH2:8][CH2:9][NH:10][CH2:11][C:6]2=[N:5][N:4]=1. The catalyst class is: 19. (2) Reactant: [NH:1]1[CH2:7][CH2:6][CH2:5][C@H:2]1[CH2:3][OH:4].[OH-].[Na+].Cl[C:11]1[N:16]=[C:15]([NH:17][C:18]2[CH:23]=[CH:22][C:21]([O:24][CH3:25])=[C:20]([Cl:26])[CH:19]=2)[N:14]=[C:13]([NH:27][CH:28]2[CH2:34][CH2:33][CH2:32][CH2:31][CH2:30][CH2:29]2)[N:12]=1. Product: [Cl:26][C:20]1[CH:19]=[C:18]([NH:17][C:15]2[N:14]=[C:13]([NH:27][CH:28]3[CH2:29][CH2:30][CH2:31][CH2:32][CH2:33][CH2:34]3)[N:12]=[C:11]([O:4][CH2:3][CH:2]3[CH2:5][CH2:6][CH2:7][NH:1]3)[N:16]=2)[CH:23]=[CH:22][C:21]=1[O:24][CH3:25]. The catalyst class is: 48. (3) Reactant: [F:1][C:2]([F:41])([O:6][C:7]1[CH:8]=[C:9]([CH2:13][N:14]([CH2:34][CH:35]([OH:40])[C:36]([F:39])([F:38])[F:37])[C:15]2[CH:16]=[C:17]([CH:31]=[CH:32][CH:33]=2)[O:18][CH2:19][C:20]2[CH:21]=[C:22]([CH:28]=[CH:29][CH:30]=2)[C:23]([O:25]CC)=[O:24])[CH:10]=[CH:11][CH:12]=1)[CH:3]([F:5])[F:4].[OH-].[Li+].Cl. The catalyst class is: 132. Product: [F:1][C:2]([F:41])([O:6][C:7]1[CH:8]=[C:9]([CH2:13][N:14]([CH2:34][CH:35]([OH:40])[C:36]([F:37])([F:38])[F:39])[C:15]2[CH:16]=[C:17]([CH:31]=[CH:32][CH:33]=2)[O:18][CH2:19][C:20]2[CH:21]=[C:22]([CH:28]=[CH:29][CH:30]=2)[C:23]([OH:25])=[O:24])[CH:10]=[CH:11][CH:12]=1)[CH:3]([F:4])[F:5]. (4) Product: [CH2:3]([O:2][C:1]([N:7]1[CH2:11][CH2:10][CH2:9][C@@H:8]1[C:12]([OH:14])=[O:13])=[O:5])[CH3:4]. Reactant: [C:1](Cl)(=[O:5])[O:2][CH2:3][CH3:4].[NH:7]1[CH2:11][CH2:10][CH2:9][C@@H:8]1[C:12]([OH:14])=[O:13].C(=O)([O-])[O-].[Na+].[Na+]. The catalyst class is: 30. (5) Reactant: [CH:1](=[O:4])[CH2:2][CH3:3].[Br:5][C:6]1[CH:11]=[CH:10][C:9](/[CH:12]=[CH:13]/[N+:14]([O-:16])=[O:15])=[CH:8][CH:7]=1.CC(O)C.CCCCCC. Product: [Br:5][C:6]1[CH:7]=[CH:8][C:9]([C@H:12]([CH2:13][N+:14]([O-:16])=[O:15])[C@H:2]([CH3:3])[CH:1]=[O:4])=[CH:10][CH:11]=1. The catalyst class is: 22. (6) Reactant: [BH4-].[Na+].[C:3]([C:6]1[CH:11]=[CH:10][CH:9]=[C:8]([Br:12])[N:7]=1)(=[O:5])[CH3:4].[Cl-].[NH4+]. Product: [Br:12][C:8]1[N:7]=[C:6]([CH:3]([OH:5])[CH3:4])[CH:11]=[CH:10][CH:9]=1. The catalyst class is: 8. (7) The catalyst class is: 9. Product: [OH:1][C:2]1[CH:7]=[CH:6][C:5]([C:8](=[O:10])[CH2:9][C:13]([O:14][CH3:15])=[O:16])=[CH:4][CH:3]=1. Reactant: [OH:1][C:2]1[CH:7]=[CH:6][C:5]([C:8](=[O:10])[CH3:9])=[CH:4][CH:3]=1.[H-].[Na+].[C:13](=O)([O:16]C)[O:14][CH3:15].Cl. (8) Reactant: [F:1][C:2]1[CH:7]=[CH:6][C:5]([C:8]2[C:9]([N:14]3[CH2:19][CH2:18][NH:17][CH2:16][CH2:15]3)=[N:10][CH:11]=[CH:12][N:13]=2)=[CH:4][CH:3]=1.[F:20][C:21]([F:31])([F:30])[CH2:22][N:23]1[CH:27]=[C:26]([CH:28]=O)[CH:25]=[N:24]1.C(O[BH-](OC(=O)C)OC(=O)C)(=O)C.[Na+].C(Cl)[Cl:47]. Product: [ClH:47].[F:1][C:2]1[CH:7]=[CH:6][C:5]([C:8]2[C:9]([N:14]3[CH2:15][CH2:16][N:17]([CH2:28][C:26]4[CH:25]=[N:24][N:23]([CH2:22][C:21]([F:31])([F:20])[F:30])[CH:27]=4)[CH2:18][CH2:19]3)=[N:10][CH:11]=[CH:12][N:13]=2)=[CH:4][CH:3]=1. The catalyst class is: 26.